This data is from Reaction yield outcomes from USPTO patents with 853,638 reactions. The task is: Predict the reaction yield, written as a fraction of the theoretical maximum amount of product (1.0 means a 100% yield; for example, 0.34 means a 34% yield). (1) The reactants are C1(N2C3C(=CC=CC=3)C(CCCN3CCC(C4C=C(NC(=O)C(C)C)C=CC=4)CC3)=C2C2C=CC=CC=2)C=CC=CC=1.[CH3:43][CH:44]([CH3:73])[C:45]([NH:47][C:48]1[CH:53]=[CH:52][CH:51]=[C:50]([CH:54]2[CH2:59][CH2:58][N:57]([CH2:60][CH2:61][CH2:62][CH2:63][CH2:64][C:65](=O)[C:66]3[CH:71]=[CH:70][CH:69]=[CH:68][CH:67]=3)[CH2:56][CH2:55]2)[CH:49]=1)=[O:46].Cl.[CH3:75][O:76][C:77]1[CH:82]=[CH:81][C:80]([NH:83]N)=[CH:79][CH:78]=1. No catalyst specified. The product is [CH3:75][O:76][C:77]1[CH:82]=[C:81]2[C:80](=[CH:79][CH:78]=1)[NH:83][C:65]([C:66]1[CH:67]=[CH:68][CH:69]=[CH:70][CH:71]=1)=[C:64]2[CH2:63][CH2:62][CH2:61][CH2:60][N:57]1[CH2:58][CH2:59][CH:54]([C:50]2[CH:49]=[C:48]([NH:47][C:45](=[O:46])[CH:44]([CH3:43])[CH3:73])[CH:53]=[CH:52][CH:51]=2)[CH2:55][CH2:56]1. The yield is 0.330. (2) The reactants are [NH2:1][C:2](=O)[CH:3]([F:18])[CH:4]([P:6](C(OCC)OCC)(=[O:10])[O:7]CC)[CH3:5].B.C1COCC1.Cl. The catalyst is C1COCC1. The product is [NH2:1][CH2:2][CH:3]([F:18])[CH:4]([PH:6](=[O:7])[OH:10])[CH3:5]. The yield is 0.150.